From a dataset of Peptide-MHC class I binding affinity with 185,985 pairs from IEDB/IMGT. Regression. Given a peptide amino acid sequence and an MHC pseudo amino acid sequence, predict their binding affinity value. This is MHC class I binding data. (1) The peptide sequence is RRIYDLIEL. The MHC is HLA-B45:01 with pseudo-sequence HLA-B45:01. The binding affinity (normalized) is 0. (2) The peptide sequence is QIYAGIKVR. The MHC is HLA-A02:02 with pseudo-sequence HLA-A02:02. The binding affinity (normalized) is 0. (3) The binding affinity (normalized) is 0.644. The MHC is HLA-A03:01 with pseudo-sequence HLA-A03:01. The peptide sequence is FVYHPDRLK.